Dataset: Catalyst prediction with 721,799 reactions and 888 catalyst types from USPTO. Task: Predict which catalyst facilitates the given reaction. (1) Reactant: Cl.[NH2:2][C:3]1[C:12]2[C:7](=[CH:8][C:9]([C:13]([OH:15])=O)=[CH:10][CH:11]=2)[CH:6]=[CH:5][N:4]=1.OC1C2N=NNC=2C=CC=1.CN1CCOCC1.Cl.[C:34]([C@H:38]([O:42][CH:43]1[CH2:48][CH2:47][N:46]([C:49](=[O:53])[CH:50]([NH2:52])[CH3:51])[CH2:45][CH2:44]1)[C:39]([OH:41])=[O:40])([CH3:37])([CH3:36])[CH3:35].CN(C)CCCN=C=NCC. Product: [C:34]([C@H:38]([O:42][CH:43]1[CH2:48][CH2:47][N:46]([C:49](=[O:53])[CH:50]([NH:52][C:13]([C:9]2[CH:8]=[C:7]3[C:12](=[CH:11][CH:10]=2)[C:3]([NH2:2])=[N:4][CH:5]=[CH:6]3)=[O:15])[CH3:51])[CH2:45][CH2:44]1)[C:39]([OH:41])=[O:40])([CH3:36])([CH3:35])[CH3:37]. The catalyst class is: 9. (2) Reactant: [CH2:1]([N:3]([C:12]1[CH:17]=[C:16]([O:18][CH3:19])[CH:15]=[CH:14][C:13]=1[N+:20]([O-])=O)[C:4](=[O:11])[CH2:5][C:6](OCC)=[O:7])[CH3:2].[O-]CC.[Na+]. Product: [CH2:1]([N:3]1[C:4](=[O:11])[CH2:5][C:6](=[O:7])[NH:20][C:13]2[CH:14]=[CH:15][C:16]([O:18][CH3:19])=[CH:17][C:12]1=2)[CH3:2]. The catalyst class is: 349. (3) Reactant: [N+:1]([C:4]1[CH:9]=[CH:8][CH:7]=[CH:6][C:5]=1[CH2:10][C:11]([NH2:13])=O)([O-:3])=[O:2].B.C1COCC1.[F:20][C:21]([F:28])([F:27])[C:22](OCC)=[O:23]. The catalyst class is: 5. Product: [F:20][C:21]([F:28])([F:27])[C:22]([NH:13][CH2:11][CH2:10][C:5]1[CH:6]=[CH:7][CH:8]=[CH:9][C:4]=1[N+:1]([O-:3])=[O:2])=[O:23]. (4) Reactant: [C:1]([Si:5]([CH3:15])([CH3:14])[O:6][C:7]1[C:8](=[O:13])[CH2:9][CH2:10][CH2:11][CH:12]=1)([CH3:4])([CH3:3])[CH3:2].CC(O[CH:21](N(C)C)[N:22]([CH3:24])[CH3:23])(C)C. Product: [C:1]([Si:5]([CH3:15])([CH3:14])[O:6][C:7]1[C:8](=[O:13])[C:9](=[CH:21][N:22]([CH3:24])[CH3:23])[CH2:10][CH2:11][CH:12]=1)([CH3:4])([CH3:3])[CH3:2]. The catalyst class is: 11. (5) Reactant: [F:1][C:2]([F:26])([C:7]1[CH:8]=[CH:9][C:10]2[O:15][CH:14]([C:16]([F:19])([F:18])[F:17])[C:13]([C:20]([O:22]CC)=[O:21])=[CH:12][C:11]=2[CH:25]=1)[C:3]([F:6])([F:5])[F:4].[OH-].[Na+]. Product: [F:26][C:2]([F:1])([C:7]1[CH:8]=[CH:9][C:10]2[O:15][CH:14]([C:16]([F:17])([F:18])[F:19])[C:13]([C:20]([OH:22])=[O:21])=[CH:12][C:11]=2[CH:25]=1)[C:3]([F:6])([F:5])[F:4]. The catalyst class is: 636. (6) Reactant: [Cl:1][C:2]1[N:3]=[C:4](Cl)[C:5]2[C:10]([C:11]3[CH:16]=[CH:15][CH:14]=[CH:13][N:12]=3)=[CH:9][N:8]([CH2:17][O:18][CH2:19][CH2:20][Si:21]([CH3:24])([CH3:23])[CH3:22])[C:6]=2[N:7]=1.[OH:26][C@H:27]1[CH2:30][C@H:29]([NH:31][C:32](=[O:38])[O:33][C:34]([CH3:37])([CH3:36])[CH3:35])[CH2:28]1. Product: [Cl:1][C:2]1[N:3]=[C:4]([O:26][C@H:27]2[CH2:28][C@H:29]([NH:31][C:32](=[O:38])[O:33][C:34]([CH3:36])([CH3:35])[CH3:37])[CH2:30]2)[C:5]2[C:10]([C:11]3[CH:16]=[CH:15][CH:14]=[CH:13][N:12]=3)=[CH:9][N:8]([CH2:17][O:18][CH2:19][CH2:20][Si:21]([CH3:24])([CH3:23])[CH3:22])[C:6]=2[N:7]=1. The catalyst class is: 765. (7) Reactant: [C:1]([O:5][C:6]([C:8]1[C:31]([F:32])=[CH:30][C:11]([CH2:12][N:13]2[CH2:18][CH2:17][N:16](C(OCC3C=CC=CC=3)=O)[C@@H:15]([CH3:29])[CH2:14]2)=[C:10]([CH:33]2[CH2:35][CH2:34]2)[CH:9]=1)=[O:7])([CH3:4])([CH3:3])[CH3:2]. Product: [CH:33]1([C:10]2[C:11]([CH2:12][N:13]3[CH2:18][CH2:17][NH:16][C@@H:15]([CH3:29])[CH2:14]3)=[CH:30][C:31]([F:32])=[C:8]([CH:9]=2)[C:6]([O:5][C:1]([CH3:4])([CH3:3])[CH3:2])=[O:7])[CH2:35][CH2:34]1. The catalyst class is: 43.